From a dataset of HIV replication inhibition screening data with 41,000+ compounds from the AIDS Antiviral Screen. Binary Classification. Given a drug SMILES string, predict its activity (active/inactive) in a high-throughput screening assay against a specified biological target. (1) The compound is CC1(C)OC2COC3(C4OC(C)(C)OC4CO)OC(C)(C)OC3C2O1. The result is 0 (inactive). (2) The drug is COc1ccc(Oc2nc3c(N)cc(C(F)(F)F)cc3nc2-c2ccccc2)cc1. The result is 0 (inactive). (3) The molecule is COC(=O)c1cc2cc3c(c(O)c2c(=O)o1)OC1(Oc2c(O)c4c(c(O)c2C1OC1CC(OC)C(O)C(C)O1)C(=O)C=C(OC)C4=O)C(O)C3. The result is 0 (inactive). (4) The drug is O=C1Nc2ccccc2C(=O)C1=CNC(=S)NCCc1ccccc1. The result is 0 (inactive).